From a dataset of Catalyst prediction with 721,799 reactions and 888 catalyst types from USPTO. Predict which catalyst facilitates the given reaction. (1) Reactant: [Br:1][C:2]1[CH:3]=[CH:4][C:5]2[O:9][C:8]([C:10]([O:12]CC)=[O:11])=[C:7]([C:15]([O:17]CC)=[O:16])[C:6]=2[CH:20]=1.[OH-].[Na+]. Product: [Br:1][C:2]1[CH:3]=[CH:4][C:5]2[O:9][C:8]([C:10]([OH:12])=[O:11])=[C:7]([C:15]([OH:17])=[O:16])[C:6]=2[CH:20]=1. The catalyst class is: 14. (2) Reactant: C(C1C=CC(N2CC[C@H](N[C@@H](C3C4C(=CC=CC=4)C=CC=3)C)C2)=CC=1)(=O)C.[CH3:28][O:29][C:30]1[CH:31]=[C:32]([C@H:36]([NH:38][C@H:39]2[CH2:43][CH2:42][N:41]([CH2:44][C:45]3[CH:50]=[CH:49][CH:48]=[C:47]([C:51]([F:54])([F:53])[F:52])[CH:46]=3)[CH2:40]2)[CH3:37])[CH:33]=[CH:34][CH:35]=1.[ClH:55]. The catalyst class is: 13. Product: [ClH:55].[ClH:55].[CH3:28][O:29][C:30]1[CH:31]=[C:32]([C@H:36]([NH:38][C@H:39]2[CH2:43][CH2:42][N:41]([CH2:44][C:45]3[CH:50]=[CH:49][CH:48]=[C:47]([C:51]([F:53])([F:54])[F:52])[CH:46]=3)[CH2:40]2)[CH3:37])[CH:33]=[CH:34][CH:35]=1.